From a dataset of Reaction yield outcomes from USPTO patents with 853,638 reactions. Predict the reaction yield, written as a fraction of the theoretical maximum amount of product (1.0 means a 100% yield; for example, 0.34 means a 34% yield). (1) The reactants are [CH3:1][N:2]1[C:6]([C:7]2[CH:8]=[C:9]([C:12]([OH:14])=O)[O:10][CH:11]=2)=[CH:5][CH:4]=[N:3]1.[NH2:15][C@@H:16]([CH2:29][C:30]1[CH:35]=[CH:34][CH:33]=[CH:32][C:31]=1[C:36]([F:39])([F:38])[F:37])[CH2:17][N:18]1[C:26](=[O:27])[C:25]2[C:20](=[CH:21][CH:22]=[CH:23][CH:24]=2)[C:19]1=[O:28].C(N(CC)C(C)C)(C)C.F[P-](F)(F)(F)(F)F.Br[P+](N1CCCC1)(N1CCCC1)N1CCCC1. The catalyst is C(Cl)Cl. The product is [O:27]=[C:26]1[C:25]2[C:20](=[CH:21][CH:22]=[CH:23][CH:24]=2)[C:19](=[O:28])[N:18]1[CH2:17][C@@H:16]([NH:15][C:12]([C:9]1[O:10][CH:11]=[C:7]([C:6]2[N:2]([CH3:1])[N:3]=[CH:4][CH:5]=2)[CH:8]=1)=[O:14])[CH2:29][C:30]1[CH:35]=[CH:34][CH:33]=[CH:32][C:31]=1[C:36]([F:38])([F:37])[F:39]. The yield is 0.500. (2) The reactants are [C:1]([O:5][C:6]([CH2:8][NH:9][C:10]1[CH:11]=[C:12]([C:16]2[CH:17]=[N:18][C:19]([CH:22]=[CH:23][C:24]([O:26][CH3:27])=[O:25])=[N:20][CH:21]=2)[CH:13]=[CH:14][CH:15]=1)=[O:7])([CH3:4])([CH3:3])[CH3:2]. The catalyst is CO.[Pd]. The product is [C:1]([O:5][C:6]([CH2:8][NH:9][C:10]1[CH:11]=[C:12]([C:16]2[CH:17]=[N:18][C:19]([CH2:22][CH2:23][C:24]([O:26][CH3:27])=[O:25])=[N:20][CH:21]=2)[CH:13]=[CH:14][CH:15]=1)=[O:7])([CH3:4])([CH3:3])[CH3:2]. The yield is 0.400.